This data is from Catalyst prediction with 721,799 reactions and 888 catalyst types from USPTO. The task is: Predict which catalyst facilitates the given reaction. (1) Reactant: [CH:1]1([NH:5][C:6]([C@@H:8]2[CH2:12][CH2:11][CH2:10][N:9]2[C:13](=[O:30])[CH2:14][O:15][C:16]2[N:20]([C:21]3[CH:26]=[CH:25][CH:24]=[CH:23][CH:22]=3)[N:19]=[C:18]([C:27]([OH:29])=O)[CH:17]=2)=[O:7])[CH2:4][CH2:3][CH2:2]1.CCN(C(C)C)C(C)C.CN(C(ON1N=NC2C=CC=NC1=2)=[N+](C)C)C.F[P-](F)(F)(F)(F)F.[CH2:64]([O:68][C:69]([N:71]1[CH2:76][CH2:75][N:74]([C:77](=[O:87])[C@@H:78]([NH2:86])[CH2:79][CH2:80][C:81]2[N:82]=[N:83][NH:84][N:85]=2)[CH2:73][CH2:72]1)=[O:70])[CH2:65][CH2:66][CH3:67]. Product: [CH2:64]([O:68][C:69]([N:71]1[CH2:72][CH2:73][N:74]([C:77](=[O:87])[C@@H:78]([NH:86][C:27]([C:18]2[CH:17]=[C:16]([O:15][CH2:14][C:13]([N:9]3[CH2:10][CH2:11][CH2:12][C@H:8]3[C:6](=[O:7])[NH:5][CH:1]3[CH2:4][CH2:3][CH2:2]3)=[O:30])[N:20]([C:21]3[CH:22]=[CH:23][CH:24]=[CH:25][CH:26]=3)[N:19]=2)=[O:29])[CH2:79][CH2:80][C:81]2[N:85]=[N:84][NH:83][N:82]=2)[CH2:75][CH2:76]1)=[O:70])[CH2:65][CH2:66][CH3:67]. The catalyst class is: 3. (2) Reactant: CC1[S:3][C:4]2[C:9]([N:10]=1)=[CH:8][CH:7]=[C:6]([C:11]1([C:14]3[CH:19]=[CH:18][CH:17]=[CH:16][CH:15]=3)[CH2:13][CH2:12]1)[N:5]=2.[OH-].[Na+].O. Product: [NH2:10][C:9]1[C:4](=[S:3])[NH:5][C:6]([C:11]2([C:14]3[CH:19]=[CH:18][CH:17]=[CH:16][CH:15]=3)[CH2:13][CH2:12]2)=[CH:7][CH:8]=1. The catalyst class is: 14. (3) Reactant: [C:1]1([CH:7]([C:11]2[CH:16]=[CH:15][CH:14]=[CH:13][CH:12]=2)[CH2:8][CH2:9][OH:10])[CH:6]=[CH:5][CH:4]=[CH:3][CH:2]=1.CC(OI1(OC(C)=O)(OC(C)=O)OC(=O)C2C=CC=CC1=2)=O.[OH-].[Na+]. Product: [C:11]1([CH:7]([C:1]2[CH:2]=[CH:3][CH:4]=[CH:5][CH:6]=2)[CH2:8][CH:9]=[O:10])[CH:12]=[CH:13][CH:14]=[CH:15][CH:16]=1. The catalyst class is: 2. (4) Reactant: [C:1]1([CH3:46])[CH:6]=[CH:5][C:4]([N:7]([CH:15]2[CH2:20][CH2:19][N:18]([CH2:21][CH2:22][C:23]3([CH2:29][CH2:30][O:31][C:32]4[CH:33]=[C:34]([C:42]([O:44]C)=[O:43])[CH:35]=[C:36]([CH:41]=4)[C:37]([O:39]C)=[O:38])[CH2:28][CH2:27][CH2:26][CH2:25][CH2:24]3)[CH2:17][CH2:16]2)[C:8]([C:10]2[O:11][CH:12]=[CH:13][CH:14]=2)=[O:9])=[CH:3][CH:2]=1.[OH-].[Na+]. Product: [C:1]1([CH3:46])[CH:2]=[CH:3][C:4]([N:7]([CH:15]2[CH2:20][CH2:19][N:18]([CH2:21][CH2:22][C:23]3([CH2:29][CH2:30][O:31][C:32]4[CH:41]=[C:36]([C:37]([OH:39])=[O:38])[CH:35]=[C:34]([CH:33]=4)[C:42]([OH:44])=[O:43])[CH2:28][CH2:27][CH2:26][CH2:25][CH2:24]3)[CH2:17][CH2:16]2)[C:8]([C:10]2[O:11][CH:12]=[CH:13][CH:14]=2)=[O:9])=[CH:5][CH:6]=1. The catalyst class is: 5.